This data is from Forward reaction prediction with 1.9M reactions from USPTO patents (1976-2016). The task is: Predict the product of the given reaction. (1) Given the reactants [NH2:1][C:2]1[C:3]([C:19]([NH:21][CH2:22][C:23]([C:25]2[CH:30]=[CH:29][CH:28]=[CH:27][CH:26]=2)=O)=[O:20])=[N:4][C:5]([N:8]2[CH2:13][CH2:12][N:11]([S:14]([CH2:17][CH3:18])(=[O:16])=[O:15])[CH2:10][CH2:9]2)=[CH:6][N:7]=1.C([O-])(O)=O.[Na+], predict the reaction product. The product is: [CH2:17]([S:14]([N:11]1[CH2:10][CH2:9][N:8]([C:5]2[N:4]=[C:3]([C:19]3[O:20][C:23]([C:25]4[CH:26]=[CH:27][CH:28]=[CH:29][CH:30]=4)=[CH:22][N:21]=3)[C:2]([NH2:1])=[N:7][CH:6]=2)[CH2:13][CH2:12]1)(=[O:15])=[O:16])[CH3:18]. (2) Given the reactants [C:1](Cl)(=[O:6])[O:2][CH:3]([Cl:5])[CH3:4].[CH:8]([OH:11])([CH3:10])[CH3:9].N1C=CC=CC=1, predict the reaction product. The product is: [C:1](=[O:6])([O:11][CH:8]([CH3:10])[CH3:9])[O:2][CH:3]([Cl:5])[CH3:4].